From a dataset of Forward reaction prediction with 1.9M reactions from USPTO patents (1976-2016). Predict the product of the given reaction. (1) Given the reactants [CH3:1][C:2]1[CH:3]=[C:4]([OH:10])[CH:5]=[C:6]([CH3:9])[C:7]=1[CH3:8].Br[CH:12]([CH2:22][O:23][CH3:24])[C:13]([NH:15][C:16]([CH3:21])([CH3:20])[C:17]#[C:18][CH3:19])=[O:14], predict the reaction product. The product is: [CH3:1][C:2]1[CH:3]=[C:4]([CH:5]=[C:6]([CH3:9])[C:7]=1[CH3:8])[O:10][CH:12]([CH2:22][O:23][CH3:24])[C:13]([NH:15][C:16]([CH3:21])([CH3:20])[C:17]#[C:18][CH3:19])=[O:14]. (2) Given the reactants [CH2:1]([O:3][C:4](=[O:32])[CH2:5][C:6]1[C:11]([Cl:12])=[CH:10][N:9]=[C:8]([N:13](C(OC(C)(C)C)=O)[CH2:14][C:15]([F:23])([F:22])[C:16]2[CH:21]=[CH:20][CH:19]=[CH:18][N:17]=2)[C:7]=1[F:31])[CH3:2].Cl.CO.N#N, predict the reaction product. The product is: [CH2:1]([O:3][C:4](=[O:32])[CH2:5][C:6]1[C:11]([Cl:12])=[CH:10][N:9]=[C:8]([NH:13][CH2:14][C:15]([F:22])([F:23])[C:16]2[CH:21]=[CH:20][CH:19]=[CH:18][N:17]=2)[C:7]=1[F:31])[CH3:2]. (3) Given the reactants [CH2:1]([O:3][C:4](=[O:9])[CH:5]([NH2:8])[C:6]#[N:7])[CH3:2].[CH:10](OCC)(OCC)OCC.[NH2:20][C:21]1[CH:22]=[C:23]([CH:26]=[CH:27][CH:28]=1)[C:24]#[N:25], predict the reaction product. The product is: [CH2:1]([O:3][C:4]([C:5]1[N:8]=[CH:10][N:20]([C:21]2[CH:28]=[CH:27][CH:26]=[C:23]([C:24]#[N:25])[CH:22]=2)[C:6]=1[NH2:7])=[O:9])[CH3:2]. (4) Given the reactants [N:1]1([CH2:8][CH2:9][N:10]2[CH2:15][CH2:14][CH:13]([NH:16][C:17]([C:19]3[NH:20][C:21]4[C:26]([CH:27]=3)=[C:25]([O:28][CH2:29][CH:30]([CH3:32])[CH3:31])[CH:24]=[CH:23][CH:22]=4)=[O:18])[CH2:12][CH2:11]2)[CH2:7][CH2:6][CH2:5][CH2:4][CH2:3]C1.Cl.Cl.Cl.N1(CCN2CCC(N)CC2)CCCCC1, predict the reaction product. The product is: [N:1]1([CH2:8][CH2:9][N:10]2[CH2:15][CH2:14][CH:13]([NH:16][C:17]([C:19]3[NH:20][C:21]4[C:26]([CH:27]=3)=[C:25]([O:28][CH2:29][CH:30]([CH3:32])[CH3:31])[CH:24]=[CH:23][CH:22]=4)=[O:18])[CH2:12][CH2:11]2)[CH2:7][CH2:6][CH2:5][CH2:4][CH2:3]1. (5) The product is: [Cl:14][C:15]1[CH:16]=[CH:17][C:18]([O:42][CH:43]([F:45])[F:44])=[C:19]([C:21]2[C:25]([NH:26][C:27]([C:29]3[CH:30]=[N:31][N:32]4[CH:37]=[CH:36][CH:35]=[N:34][C:33]=34)=[O:28])=[CH:24][N:23]([CH2:38][C:39]([N:5]3[CH2:6][CH2:7][N:2]([CH2:8][C:9]([O:11][CH2:12][CH3:13])=[O:10])[CH2:3][CH2:4]3)=[O:40])[N:22]=2)[CH:20]=1. Given the reactants Cl.[N:2]1([CH2:8][C:9]([O:11][CH2:12][CH3:13])=[O:10])[CH2:7][CH2:6][NH:5][CH2:4][CH2:3]1.[Cl:14][C:15]1[CH:16]=[CH:17][C:18]([O:42][CH:43]([F:45])[F:44])=[C:19]([C:21]2[C:25]([NH:26][C:27]([C:29]3[CH:30]=[N:31][N:32]4[CH:37]=[CH:36][CH:35]=[N:34][C:33]=34)=[O:28])=[CH:24][N:23]([CH2:38][C:39](O)=[O:40])[N:22]=2)[CH:20]=1.CCN(C(C)C)C(C)C.CN(C(ON1N=NC2C=CC=NC1=2)=[N+](C)C)C.F[P-](F)(F)(F)(F)F, predict the reaction product. (6) Given the reactants [N:1]([O-:3])=O.[Na+].[N:5]1[C:10]2[NH:11][C:12]3[CH:20]=[N:19][CH:18]=[CH:17][C:13]=3[CH2:14][C:15](=[O:16])[C:9]=2[CH:8]=[CH:7][CH:6]=1, predict the reaction product. The product is: [N:5]1[C:10]2[NH:11][C:12]3[CH:20]=[N:19][CH:18]=[CH:17][C:13]=3/[C:14](=[N:1]/[OH:3])/[C:15](=[O:16])[C:9]=2[CH:8]=[CH:7][CH:6]=1.